From a dataset of Forward reaction prediction with 1.9M reactions from USPTO patents (1976-2016). Predict the product of the given reaction. Given the reactants C([O:3][C:4]([C:6]1[N:7]=[C:8]([CH2:11][C:12]2[CH:17]=[CH:16][C:15]([C:18]([CH3:21])([CH3:20])[CH3:19])=[CH:14][CH:13]=2)[S:9][CH:10]=1)=[O:5])C.[Li+].[OH-], predict the reaction product. The product is: [C:18]([C:15]1[CH:16]=[CH:17][C:12]([CH2:11][C:8]2[S:9][CH:10]=[C:6]([C:4]([OH:5])=[O:3])[N:7]=2)=[CH:13][CH:14]=1)([CH3:21])([CH3:19])[CH3:20].